Dataset: Forward reaction prediction with 1.9M reactions from USPTO patents (1976-2016). Task: Predict the product of the given reaction. (1) Given the reactants [N:1]1[C:8](Cl)=[N:7][C:5]([Cl:6])=[N:4][C:2]=1[Cl:3].[CH2:10]1[O:12][CH:11]1[CH2:13][OH:14].[OH-].[Na+], predict the reaction product. The product is: [Cl:3][C:2]1[N:4]=[C:5]([Cl:6])[N:7]=[C:8]([O:14][CH2:13][CH:11]2[O:12][CH2:10]2)[N:1]=1. (2) Given the reactants [Cl:1][C:2]1[CH:3]=[C:4]([CH2:19][N:20]2[C:24]([CH3:25])=[CH:23][C:22]([C:26](O)=[O:27])=[N:21]2)[C:5]2[O:9][C:8]([C:10]3[CH:15]=[CH:14][C:13]([Cl:16])=[CH:12][C:11]=3[Cl:17])=[CH:7][C:6]=2[CH:18]=1.O=S(Cl)[Cl:31], predict the reaction product. The product is: [Cl:1][C:2]1[CH:3]=[C:4]([CH2:19][N:20]2[C:24]([CH3:25])=[CH:23][C:22]([C:26]([Cl:31])=[O:27])=[N:21]2)[C:5]2[O:9][C:8]([C:10]3[CH:15]=[CH:14][C:13]([Cl:16])=[CH:12][C:11]=3[Cl:17])=[CH:7][C:6]=2[CH:18]=1. (3) The product is: [NH:16]1[C:17]2[C:13](=[CH:12][C:11]([NH:10][CH:5]([CH2:6][CH2:7][CH2:8][CH3:9])[C:4]([NH2:22])=[O:20])=[CH:19][CH:18]=2)[CH:14]=[N:15]1. Given the reactants C(O[C:4](=[O:20])[CH:5]([NH:10][C:11]1[CH:12]=[C:13]2[C:17](=[CH:18][CH:19]=1)[NH:16][N:15]=[CH:14]2)[CH2:6][CH2:7][CH2:8][CH3:9])C.[C-]#[N:22].[K+], predict the reaction product. (4) Given the reactants Br[CH2:2][C:3]1[C:12]2[C:7](=[C:8]([F:14])[C:9]([F:13])=[CH:10][CH:11]=2)[NH:6][C:5](=[O:15])[CH:4]=1.[CH2:16]([C:21]1[NH:25][C:24]2[CH:26]=[CH:27][CH:28]=[CH:29][C:23]=2[N:22]=1)[CH2:17][CH:18]([CH3:20])[CH3:19], predict the reaction product. The product is: [F:13][C:9]1[C:8]([F:14])=[C:7]2[C:12]([C:3]([CH2:2][N:22]3[C:23]4[CH:29]=[CH:28][CH:27]=[CH:26][C:24]=4[N:25]=[C:21]3[CH2:16][CH2:17][CH:18]([CH3:20])[CH3:19])=[CH:4][C:5](=[O:15])[NH:6]2)=[CH:11][CH:10]=1. (5) Given the reactants [N+:1]([C:4]1[CH:9]=[CH:8][C:7]([C:10]23[CH2:18][CH:14]4[CH2:15][CH:16]([CH2:17]2)[C:12]([NH2:19])([CH2:13]4)[CH2:11]3)=[CH:6][CH:5]=1)([O-:3])=[O:2].C([O-])([O-])=O.[K+].[K+].[CH2:26]([O:33][C:34](Cl)=[O:35])[C:27]1[CH:32]=[CH:31][CH:30]=[CH:29][CH:28]=1, predict the reaction product. The product is: [CH2:26]([O:33][C:34](=[O:35])[NH:19][C:12]12[CH2:13][CH:14]3[CH2:18][C:10]([C:7]4[CH:6]=[CH:5][C:4]([N+:1]([O-:3])=[O:2])=[CH:9][CH:8]=4)([CH2:17][CH:16]1[CH2:15]3)[CH2:11]2)[C:27]1[CH:32]=[CH:31][CH:30]=[CH:29][CH:28]=1. (6) Given the reactants [Cl:1][C:2]1[CH:7]=[CH:6][C:5]([CH2:8][NH:9][CH:10]2[CH2:15][CH2:14][N:13]([CH2:16][CH2:17][N:18]3[C:27]4[C:22](=[N:23][CH:24]=[C:25]([O:28][CH3:29])[CH:26]=4)[CH:21]=[CH:20][C:19]3=[O:30])[CH2:12][CH2:11]2)=[CH:4][CH:3]=1, predict the reaction product. The product is: [ClH:1].[ClH:1].[Cl:1][C:2]1[CH:7]=[CH:6][C:5]([CH2:8][NH:9][CH:10]2[CH2:11][CH2:12][N:13]([CH2:16][CH2:17][N:18]3[C:27]4[C:22](=[N:23][CH:24]=[C:25]([O:28][CH3:29])[CH:26]=4)[CH:21]=[CH:20][C:19]3=[O:30])[CH2:14][CH2:15]2)=[CH:4][CH:3]=1. (7) Given the reactants [CH:1]1([C:7]2[N:11]([C:12]3[CH:17]=[CH:16][CH:15]=[CH:14][CH:13]=3)[CH:10]=[N:9][C:8]=2[C:18]([O:20]C)=[O:19])[CH2:6][CH2:5][CH2:4][CH2:3][CH2:2]1.[OH-].[Na+], predict the reaction product. The product is: [CH:1]1([C:7]2[N:11]([C:12]3[CH:13]=[CH:14][CH:15]=[CH:16][CH:17]=3)[CH:10]=[N:9][C:8]=2[C:18]([OH:20])=[O:19])[CH2:2][CH2:3][CH2:4][CH2:5][CH2:6]1.